Dataset: Peptide-MHC class I binding affinity with 185,985 pairs from IEDB/IMGT. Task: Regression. Given a peptide amino acid sequence and an MHC pseudo amino acid sequence, predict their binding affinity value. This is MHC class I binding data. (1) The peptide sequence is SLRPNDIVY. The MHC is HLA-B15:01 with pseudo-sequence HLA-B15:01. The binding affinity (normalized) is 0.537. (2) The peptide sequence is KRLTARGLL. The MHC is Mamu-B03 with pseudo-sequence Mamu-B03. The binding affinity (normalized) is 0.764. (3) The peptide sequence is IIFFIVLILL. The MHC is HLA-A02:01 with pseudo-sequence HLA-A02:01. The binding affinity (normalized) is 0.510. (4) The peptide sequence is GMFTNRFGSQ. The MHC is HLA-A31:01 with pseudo-sequence HLA-A31:01. The binding affinity (normalized) is 0. (5) The peptide sequence is IQYPLWWGH. The MHC is HLA-B15:01 with pseudo-sequence HLA-B15:01. The binding affinity (normalized) is 0.357. (6) The peptide sequence is GRYIVYSSY. The MHC is HLA-B07:02 with pseudo-sequence HLA-B07:02. The binding affinity (normalized) is 0.0847.